From a dataset of Full USPTO retrosynthesis dataset with 1.9M reactions from patents (1976-2016). Predict the reactants needed to synthesize the given product. (1) Given the product [C:27]([C:20]1[CH:21]=[C:22]([CH2:25][CH3:26])[CH:23]=[CH:24][C:19]=1[O:18][CH:15]([CH2:16][CH3:17])[CH2:14][CH2:13][O:12][C:9]1[CH:10]=[CH:11][C:6]([CH2:5][CH2:4][C:3]([OH:36])=[O:2])=[C:7]([CH3:35])[CH:8]=1)(=[O:34])[C:28]1[CH:29]=[CH:30][CH:31]=[CH:32][CH:33]=1, predict the reactants needed to synthesize it. The reactants are: C[O:2][C:3](=[O:36])[CH2:4][CH2:5][C:6]1[CH:11]=[CH:10][C:9]([O:12][CH2:13][CH2:14][CH:15]([O:18][C:19]2[CH:24]=[CH:23][C:22]([CH2:25][CH3:26])=[CH:21][C:20]=2[C:27](=[O:34])[C:28]2[CH:33]=[CH:32][CH:31]=[CH:30][CH:29]=2)[CH2:16][CH3:17])=[CH:8][C:7]=1[CH3:35].[OH-].[Na+]. (2) The reactants are: [NH2:1][CH:2]([C:5]1[CH:10]=[CH:9][C:8]([Br:11])=[C:7]([F:12])[CH:6]=1)[CH2:3][OH:4].C([O-])(=O)C.[Na+].[N:18]#[C:19]Br. Given the product [Br:11][C:8]1[CH:9]=[CH:10][C:5]([CH:2]2[CH2:3][O:4][C:19]([NH2:18])=[N:1]2)=[CH:6][C:7]=1[F:12], predict the reactants needed to synthesize it. (3) Given the product [O:1]1[CH2:2][CH2:3][C:4]([C:7]([OH:9])=[O:8])([C:12]([OH:14])=[O:13])[CH2:5][CH2:6]1, predict the reactants needed to synthesize it. The reactants are: [O:1]1[CH2:6][CH2:5][C:4]([C:12]([O:14]CC)=[O:13])([C:7]([O:9]CC)=[O:8])[CH2:3][CH2:2]1.[OH-].[Na+]. (4) Given the product [Cl:1][C:2]1[CH:3]=[N+:4]([O-:27])[CH:5]=[C:6]([Cl:26])[C:7]=1[CH2:8][C@@H:9]([C:11]1[CH:16]=[CH:15][C:14]([O:17][CH:18]([F:20])[F:19])=[C:13]([O:21][CH2:22][CH:23]2[CH2:25][CH2:24]2)[CH:12]=1)[O:10][C:39](=[O:40])[CH2:38][C:37]([NH:36][C:33]1[CH:34]=[CH:35][C:30]([S:29][CH3:28])=[CH:31][CH:32]=1)=[O:42], predict the reactants needed to synthesize it. The reactants are: [Cl:1][C:2]1[CH:3]=[N+:4]([O-:27])[CH:5]=[C:6]([Cl:26])[C:7]=1[CH2:8][C@@H:9]([C:11]1[CH:16]=[CH:15][C:14]([O:17][CH:18]([F:20])[F:19])=[C:13]([O:21][CH2:22][CH:23]2[CH2:25][CH2:24]2)[CH:12]=1)[OH:10].[CH3:28][S:29][C:30]1[CH:35]=[CH:34][C:33]([NH:36][C:37](=[O:42])[CH2:38][C:39](O)=[O:40])=[CH:32][CH:31]=1.C(Cl)CCl. (5) Given the product [ClH:21].[F:1][C:2]1[CH:7]=[C:6]([F:8])[CH:5]=[CH:4][C:3]=1[CH2:9][C:10]([NH:12][NH2:13])=[O:11], predict the reactants needed to synthesize it. The reactants are: [F:1][C:2]1[CH:7]=[C:6]([F:8])[CH:5]=[CH:4][C:3]=1[CH2:9][C:10]([NH:12][NH:13]C(OC(C)(C)C)=O)=[O:11].[ClH:21].